Dataset: Catalyst prediction with 721,799 reactions and 888 catalyst types from USPTO. Task: Predict which catalyst facilitates the given reaction. (1) Reactant: [Li]CCCC.Br[C:7]1[N:11]([CH3:12])[C:10]([CH3:13])=[N:9][CH:8]=1.[Cl:14][C:15]1[C:24]2[C:19](=[CH:20][CH:21]=[C:22]([C:25]([C:27]3[N:31]([CH3:32])[C:30]([CH3:33])=[N:29][CH:28]=3)=[O:26])[CH:23]=2)[N:18]=[C:17]([O:34][CH3:35])[C:16]=1[CH2:36][N:37]1[CH2:42][CH2:41][CH:40]([C:43]([F:46])([F:45])[F:44])[CH2:39][CH2:38]1. Product: [Cl:14][C:15]1[C:24]2[C:19](=[CH:20][CH:21]=[C:22]([C:25]([C:27]3[N:31]([CH3:32])[C:30]([CH3:33])=[N:29][CH:28]=3)([C:7]3[N:11]([CH3:12])[C:10]([CH3:13])=[N:9][CH:8]=3)[OH:26])[CH:23]=2)[N:18]=[C:17]([O:34][CH3:35])[C:16]=1[CH2:36][N:37]1[CH2:42][CH2:41][CH:40]([C:43]([F:44])([F:45])[F:46])[CH2:39][CH2:38]1. The catalyst class is: 1. (2) Product: [C:23]([C:2]1[CH:7]=[CH:6][CH:5]=[CH:4][C:3]=1[CH2:8][CH2:9][NH:10][C:11]([CH:13]1[CH2:18][CH:17]([CH3:19])[CH2:16][CH2:15][CH:14]1[CH:20]([CH3:22])[CH3:21])=[O:12])#[N:24]. The catalyst class is: 37. Reactant: Br[C:2]1[CH:7]=[CH:6][CH:5]=[CH:4][C:3]=1[CH2:8][CH2:9][NH:10][C:11]([CH:13]1[CH2:18][CH:17]([CH3:19])[CH2:16][CH2:15][CH:14]1[CH:20]([CH3:22])[CH3:21])=[O:12].[C:23]([Cu])#[N:24]. (3) Reactant: [F:1][C:2]1[CH:7]=[CH:6][C:5]([C:8]2([C:16]#N)[CH2:11][C:10]([O:14][CH3:15])([O:12][CH3:13])[CH2:9]2)=[CH:4][CH:3]=1.[OH-:18].[Na+].[OH2:20]. Product: [F:1][C:2]1[CH:7]=[CH:6][C:5]([C:8]2([C:16]([OH:20])=[O:18])[CH2:11][C:10]([O:14][CH3:15])([O:12][CH3:13])[CH2:9]2)=[CH:4][CH:3]=1. The catalyst class is: 8. (4) Reactant: Cl[CH2:2][C:3]1[CH:4]=[C:5]2[C:9](=[CH:10][CH:11]=1)[N:8](C(OC(C)(C)C)=O)[N:7]=[C:6]2[C:19]1[CH:24]=[CH:23][CH:22]=[C:21]([F:25])[CH:20]=1.[C-:26]#[N:27].[Na+].C(OCC)(=O)C. Product: [F:25][C:21]1[CH:20]=[C:19]([C:6]2[C:5]3[C:9](=[CH:10][CH:11]=[C:3]([CH2:2][C:26]#[N:27])[CH:4]=3)[NH:8][N:7]=2)[CH:24]=[CH:23][CH:22]=1. The catalyst class is: 16. (5) Reactant: [CH3:1][O:2][C:3]1[CH:4]=[C:5]([NH:14][C:15]([CH:17]2[CH2:22][CH2:21][CH2:20][CH2:19][NH:18]2)=[O:16])[CH:6]=[CH:7][C:8]=1[C:9]1[O:13][CH:12]=[N:11][CH:10]=1.C(N(CC)CC)C.I[CH:31]([CH3:33])[CH3:32]. The catalyst class is: 68. Product: [CH:31]([N:18]1[CH2:19][CH2:20][CH2:21][CH2:22][CH:17]1[C:15]([NH:14][C:5]1[CH:6]=[CH:7][C:8]([C:9]2[O:13][CH:12]=[N:11][CH:10]=2)=[C:3]([O:2][CH3:1])[CH:4]=1)=[O:16])([CH3:33])[CH3:32]. (6) Reactant: [NH2:1][C:2]1[N:10]=[C:9]([F:11])[N:8]=[C:7]2[C:3]=1[N:4]=[C:5]([CH2:21][C:22]1[C:30]([I:31])=[CH:29][C:25]3[O:26][CH2:27][O:28][C:24]=3[CH:23]=1)[N:6]2[CH2:12][CH2:13][CH2:14][CH2:15][CH2:16][CH2:17][CH2:18][CH2:19][OH:20].[S:32](Cl)(=[O:35])(=[O:34])[NH2:33].C([O-])([O-])=O.[Ca+2]. Product: [NH2:1][C:2]1[N:10]=[C:9]([F:11])[N:8]=[C:7]2[C:3]=1[N:4]=[C:5]([CH2:21][C:22]1[C:30]([I:31])=[CH:29][C:25]3[O:26][CH2:27][O:28][C:24]=3[CH:23]=1)[N:6]2[CH2:12][CH2:13][CH2:14][CH2:15][CH2:16][CH2:17][CH2:18][CH2:19][O:20][S:32](=[O:35])(=[O:34])[NH2:33]. The catalyst class is: 3.